From a dataset of Catalyst prediction with 721,799 reactions and 888 catalyst types from USPTO. Predict which catalyst facilitates the given reaction. (1) Reactant: [F:1][C:2]1[CH:10]=[CH:9][C:5]([C:6]([OH:8])=O)=[C:4]([C:11]([F:14])([F:13])[F:12])[CH:3]=1.[NH2:15][CH:16]([CH:22]([C:27]1[CH:32]=[CH:31][CH:30]=[CH:29][CH:28]=1)[CH2:23][N+:24]([O-:26])=[O:25])[C:17]([O:19][CH2:20][CH3:21])=[O:18].O.C(OCC)(=O)C. Product: [F:1][C:2]1[CH:10]=[CH:9][C:5]([C:6]([NH:15][CH:16]([CH:22]([C:27]2[CH:32]=[CH:31][CH:30]=[CH:29][CH:28]=2)[CH2:23][N+:24]([O-:26])=[O:25])[C:17]([O:19][CH2:20][CH3:21])=[O:18])=[O:8])=[C:4]([C:11]([F:14])([F:13])[F:12])[CH:3]=1. The catalyst class is: 10. (2) Reactant: [CH2:1]([NH:8][C:9](=[O:32])[N:10]([C:12]1[CH:13]=[CH:14][C:15]([CH3:31])=[C:16]([C:18]2[CH:23]=[CH:22][C:21](/[CH:24]=[CH:25]/[C:26]([O:28][CH2:29][CH3:30])=[O:27])=[CH:20][CH:19]=2)[CH:17]=1)[CH3:11])[CH2:2][CH2:3][CH2:4][CH2:5][CH2:6][CH3:7]. Product: [CH2:1]([NH:8][C:9](=[O:32])[N:10]([C:12]1[CH:13]=[CH:14][C:15]([CH3:31])=[C:16]([C:18]2[CH:23]=[CH:22][C:21]([CH2:24][CH2:25][C:26]([O:28][CH2:29][CH3:30])=[O:27])=[CH:20][CH:19]=2)[CH:17]=1)[CH3:11])[CH2:2][CH2:3][CH2:4][CH2:5][CH2:6][CH3:7]. The catalyst class is: 19. (3) Reactant: [N:1]1[CH:6]=[CH:5][CH:4]=[C:3]([C:7]#[N:8])[N:2]=1.C[O-].[Na+].[Cl-:12].[NH4+:13]. Product: [ClH:12].[N:1]1[CH:6]=[CH:5][CH:4]=[C:3]([C:7](=[NH:13])[NH2:8])[N:2]=1. The catalyst class is: 5. (4) Reactant: [F:1][C:2]1[CH:3]=[C:4]([OH:22])[CH:5]=[C:6]2[C:11]=1[N:10]=[C:9]([C:12]1[CH:21]=[CH:20][C:15]([C:16]([O:18]C)=[O:17])=[CH:14][CH:13]=1)[CH:8]=[CH:7]2.C(OC1C=C2C(=C(F)C=1)N=C(C1C=CC(C(OC)=O)=CC=1)C=C2)(=O)C.[OH-].[Na+]. Product: [F:1][C:2]1[CH:3]=[C:4]([OH:22])[CH:5]=[C:6]2[C:11]=1[N:10]=[C:9]([C:12]1[CH:21]=[CH:20][C:15]([C:16]([OH:18])=[O:17])=[CH:14][CH:13]=1)[CH:8]=[CH:7]2. The catalyst class is: 5. (5) Reactant: [CH2:1]([O:3][C:4](=[O:7])[CH2:5][NH2:6])[CH3:2].C(N(CC)CC)C.[C:15](O[C:15]([O:17][C:18]([CH3:21])([CH3:20])[CH3:19])=[O:16])([O:17][C:18]([CH3:21])([CH3:20])[CH3:19])=[O:16]. Product: [CH2:1]([O:3][C:4](=[O:7])[CH2:5][NH:6][C:15]([O:17][C:18]([CH3:21])([CH3:20])[CH3:19])=[O:16])[CH3:2]. The catalyst class is: 2. (6) Reactant: [N:1]1[N:2]=[CH:3][N:4]2[CH2:9][CH2:8][NH:7][CH2:6][C:5]=12.[Br:10][C:11]1[CH:16]=[CH:15][C:14]([NH:17][C:18]2[C:27]3[C:22](=[CH:23][C:24]([O:33][CH3:34])=[C:25]([O:28][CH2:29][CH2:30][CH2:31]Cl)[CH:26]=3)[N:21]=[CH:20][N:19]=2)=[C:13]([F:35])[CH:12]=1.C(Cl)Cl. Product: [Br:10][C:11]1[CH:16]=[CH:15][C:14]([NH:17][C:18]2[C:27]3[C:22](=[CH:23][C:24]([O:33][CH3:34])=[C:25]([O:28][CH2:29][CH2:30][CH2:31][N:7]4[CH2:8][CH2:9][N:4]5[CH:3]=[N:2][N:1]=[C:5]5[CH2:6]4)[CH:26]=3)[N:21]=[CH:20][N:19]=2)=[C:13]([F:35])[CH:12]=1. The catalyst class is: 3. (7) Reactant: [CH3:1][C:2]1([CH3:23])[NH:7][C:6](=[O:8])[C:5]2[S:9][C:10]([N:12]3[C:17]4[CH:18]=[C:19]([OH:22])[CH:20]=[CH:21][C:16]=4[O:15][CH2:14][CH2:13]3)=[N:11][C:4]=2[CH2:3]1.[Br:24][C:25]1[CH:30]=[CH:29][CH:28]=[C:27](F)[N:26]=1.CC(C)([O-])C.[Na+]. Product: [Br:24][C:25]1[N:26]=[C:27]([O:22][C:19]2[CH:20]=[CH:21][C:16]3[O:15][CH2:14][CH2:13][N:12]([C:10]4[S:9][C:5]5[C:6](=[O:8])[NH:7][C:2]([CH3:23])([CH3:1])[CH2:3][C:4]=5[N:11]=4)[C:17]=3[CH:18]=2)[CH:28]=[CH:29][CH:30]=1. The catalyst class is: 1. (8) Reactant: [N:1]1([C:6]2[CH:11]=[CH:10][C:9]([NH:12][C:13]([NH2:15])=[S:14])=[CH:8][CH:7]=2)[CH:5]=[N:4][CH:3]=[N:2]1.Br[CH:17]1[CH2:22][CH2:21][CH2:20][CH:19]([C:23]2[CH:28]=[CH:27][CH:26]=[CH:25][CH:24]=2)[C:18]1=O. Product: [C:19]1([CH:23]2[C:24]3[N:15]=[C:13]([NH:12][C:9]4[CH:8]=[CH:7][C:6]([N:1]5[CH:5]=[N:4][CH:3]=[N:2]5)=[CH:11][CH:10]=4)[S:14][C:25]=3[CH2:26][CH2:27][CH2:28]2)[CH:20]=[CH:21][CH:22]=[CH:17][CH:18]=1. The catalyst class is: 8.